Dataset: Retrosynthesis with 50K atom-mapped reactions and 10 reaction types from USPTO. Task: Predict the reactants needed to synthesize the given product. (1) Given the product COc1cc(C)c(-c2cccc(S(=O)(=O)c3cc(C(=N)NC(=O)OC(C)(C)C)sc3SC)c2)c(NC(=O)CBr)c1, predict the reactants needed to synthesize it. The reactants are: COc1cc(C)c(-c2cccc(S(=O)(=O)c3cc(C(=N)NC(=O)OC(C)(C)C)sc3SC)c2)c(N)c1.O=C(Br)CBr. (2) Given the product Cc1cc(Cl)cc(Cl)c1S(=O)(=O)Nc1nc(-c2cccnc2)cs1, predict the reactants needed to synthesize it. The reactants are: Cc1cc(Cl)cc(Cl)c1S(=O)(=O)Cl.Nc1nc(-c2cccnc2)cs1. (3) Given the product COC(=O)C(OC(C)=O)c1cccc(Br)n1, predict the reactants needed to synthesize it. The reactants are: CC(=O)[O-].COC(=O)C(Br)c1cccc(Br)n1.